From a dataset of HIV replication inhibition screening data with 41,000+ compounds from the AIDS Antiviral Screen. Binary Classification. Given a drug SMILES string, predict its activity (active/inactive) in a high-throughput screening assay against a specified biological target. (1) The molecule is C=CCC1(C(C)Cc2ccc(OC)c(OC)c2)CC(OC)C=CC1=O. The result is 1 (active). (2) The compound is COC(=O)c1ccccc1C1CN=NC12Cc1ccc(C)c(C)c1C2=O. The result is 0 (inactive). (3) The compound is COCc1cc(=O)oc2c3c(c4c(c12)OC(C)(C)C=C4)OC(C)C(C)C3O. The result is 1 (active). (4) The drug is O=C(CO[N+](=O)[O-])OCC=Cc1ccccc1. The result is 0 (inactive). (5) The compound is CCOC(=O)C(=Cc1ccc(OC)cc1)P(=O)(OCC)OCC. The result is 0 (inactive). (6) The compound is Cc1cccc2c(N)c3cccc(C(=O)NCCCNCCN)c3nc12.Cl. The result is 0 (inactive). (7) The molecule is O=C(Nc1ncnc2c1ncn2C1CC(OC(=O)c2ccc([N+](=O)[O-])cc2)C(COC(=O)c2ccc([N+](=O)[O-])cc2)O1)c1ccccc1. The result is 0 (inactive). (8) The compound is O=C1Nc2ccccc2NC(=O)C1(O)O. The result is 0 (inactive). (9) The drug is O=C(OCCOC(=O)c1ccc2c(c1)C1(SCCS1)c1ccccc1-2)c1ccc2c(c1)C1(SCCS1)c1ccccc1-2. The result is 0 (inactive).